Task: Predict the reaction yield, written as a fraction of the theoretical maximum amount of product (1.0 means a 100% yield; for example, 0.34 means a 34% yield).. Dataset: Reaction yield outcomes from USPTO patents with 853,638 reactions (1) The reactants are [OH:1][B:2]1[C:6]2[CH:7]=[CH:8][C:9](/[CH:11]=[N:12]/[OH:13])=[CH:10][C:5]=2[C:4]([CH3:15])([CH3:14])[O:3]1.C1C(=O)N(Cl)C(=O)C1.[Cl:24][C:25]1[C:30]([F:31])=[CH:29][C:28]([C:32]([C:34]([F:37])([F:36])[F:35])=[CH2:33])=[CH:27][C:26]=1[F:38].Cl. The catalyst is CN(C=O)C.O. The product is [Cl:24][C:25]1[C:26]([F:38])=[CH:27][C:28]([C:32]2([C:34]([F:37])([F:35])[F:36])[O:13][N:12]=[C:11]([C:9]3[CH:8]=[CH:7][C:6]4[B:2]([OH:1])[O:3][C:4]([CH3:15])([CH3:14])[C:5]=4[CH:10]=3)[CH2:33]2)=[CH:29][C:30]=1[F:31]. The yield is 0.350. (2) The reactants are [OH:1][CH:2]([C:6]1[CH:11]=[CH:10][C:9]([C:12]2[N:16]=[C:15]([C:17]3[O:21][N:20]=[C:19]([C:22]4[CH:27]=[CH:26][CH:25]=[CH:24][CH:23]=4)[C:18]=3[C:28]([F:31])([F:30])[F:29])[O:14][N:13]=2)=[CH:8][CH:7]=1)[C:3](O)=[O:4].CN1CCOCC1.[NH2:39][C@@H:40]([C:45]([CH3:48])([CH3:47])[CH3:46])[C:41]([NH:43][CH3:44])=[O:42].CN(C(ON1N=NC2C=CC=NC1=2)=[N+](C)C)C.F[P-](F)(F)(F)(F)F. The catalyst is CN(C=O)C. The product is [OH:1][CH:2]([C:6]1[CH:7]=[CH:8][C:9]([C:12]2[N:16]=[C:15]([C:17]3[O:21][N:20]=[C:19]([C:22]4[CH:23]=[CH:24][CH:25]=[CH:26][CH:27]=4)[C:18]=3[C:28]([F:29])([F:30])[F:31])[O:14][N:13]=2)=[CH:10][CH:11]=1)[C:3]([NH:39][C@@H:40]([C:45]([CH3:48])([CH3:47])[CH3:46])[C:41]([NH:43][CH3:44])=[O:42])=[O:4]. The yield is 0.291. (3) The reactants are [CH3:1][C:2]1[CH:7]=[C:6]([C:8](O)([C:13]([F:16])([F:15])[F:14])[C:9]([F:12])([F:11])[F:10])[CH:5]=[C:4]([CH3:18])[C:3]=1[NH:19][C:20](=[O:36])[C:21]1[CH:26]=[CH:25][CH:24]=[C:23]([NH:27][C:28](=[O:35])[C:29]2[CH:34]=[CH:33][CH:32]=[CH:31][CH:30]=2)[CH:22]=1.S(Cl)([Cl:39])=O. The catalyst is N1C=CC=CC=1. The product is [CH3:1][C:2]1[CH:7]=[C:6]([C:8]([Cl:39])([C:13]([F:16])([F:15])[F:14])[C:9]([F:12])([F:11])[F:10])[CH:5]=[C:4]([CH3:18])[C:3]=1[NH:19][C:20](=[O:36])[C:21]1[CH:26]=[CH:25][CH:24]=[C:23]([NH:27][C:28](=[O:35])[C:29]2[CH:34]=[CH:33][CH:32]=[CH:31][CH:30]=2)[CH:22]=1. The yield is 0.750. (4) The reactants are [CH:1]1([NH:7][C:8]([C:10]2[C:11]([S:16][CH2:17][CH2:18][C:19]3[CH:24]=[CH:23][CH:22]=[CH:21][C:20]=3[O:25]S(C)(=O)=O)=[N:12][CH:13]=[CH:14][CH:15]=2)=[O:9])[CH2:6][CH2:5][CH2:4][CH2:3][CH2:2]1.[OH-].[Na+]. The catalyst is CO. The product is [CH:1]1([NH:7][C:8]([C:10]2[C:11]([S:16][CH2:17][CH2:18][C:19]3[CH:24]=[CH:23][CH:22]=[CH:21][C:20]=3[OH:25])=[N:12][CH:13]=[CH:14][CH:15]=2)=[O:9])[CH2:2][CH2:3][CH2:4][CH2:5][CH2:6]1. The yield is 0.0400. (5) The reactants are [C:1]1(=[O:7])[O:6][C:4](=[O:5])[CH2:3][CH2:2]1.CCN(CC)CC.[F:15][C:16]1[CH:25]=[C:24]2[C:19]([CH2:20][CH2:21][NH:22][CH:23]2[C:26]2[CH:31]=[CH:30][CH:29]=[CH:28][CH:27]=2)=[CH:18][CH:17]=1.CCCCCCC. The catalyst is CC#N.CC(O)=O. The product is [F:15][C:16]1[CH:25]=[C:24]2[C:19]([CH2:20][CH2:21][N:22]([C:1](=[O:7])[CH2:2][CH2:3][C:4]([OH:6])=[O:5])[CH:23]2[C:26]2[CH:27]=[CH:28][CH:29]=[CH:30][CH:31]=2)=[CH:18][CH:17]=1. The yield is 0.100. (6) The reactants are [Br:1][C:2]1[CH:10]=[C:9]2[C:5](/[C:6](=[CH:12]/[C:13]3[CH:18]=[CH:17][CH:16]=[C:15]([Cl:19])[CH:14]=3)/[C:7](=[O:11])[NH:8]2)=[CH:4][CH:3]=1.[C:20]([O:24][C:25](O[C:25]([O:24][C:20]([CH3:23])([CH3:22])[CH3:21])=[O:26])=[O:26])([CH3:23])([CH3:22])[CH3:21]. The catalyst is CN(C)C1C=CN=CC=1. The product is [C:20]([O:24][C:25]([N:8]1[C:9]2[C:5](=[CH:4][CH:3]=[C:2]([Br:1])[CH:10]=2)/[C:6](=[CH:12]/[C:13]2[CH:18]=[CH:17][CH:16]=[C:15]([Cl:19])[CH:14]=2)/[C:7]1=[O:11])=[O:26])([CH3:23])([CH3:22])[CH3:21]. The yield is 0.480. (7) The reactants are [CH2:1]([O:8][C:9]1[CH:14]=[CH:13][CH:12]=[C:11]([O:15][CH3:16])[C:10]=1[CH2:17][C:18]#N)[C:2]1[CH:7]=[CH:6][CH:5]=[CH:4][CH:3]=1.[OH-:20].[Na+].Cl.[CH2:23]([OH:25])C. The yield is 0.500. The product is [CH2:1]([O:8][C:9]1[CH:14]=[CH:13][CH:12]=[C:11]([O:15][CH3:16])[C:10]=1[CH2:17][C:18]([O:25][CH3:23])=[O:20])[C:2]1[CH:7]=[CH:6][CH:5]=[CH:4][CH:3]=1. No catalyst specified.